From a dataset of Retrosynthesis with 50K atom-mapped reactions and 10 reaction types from USPTO. Predict the reactants needed to synthesize the given product. (1) Given the product FC(F)(F)c1cc(-c2c[nH]cn2)cc(C(F)(F)F)c1, predict the reactants needed to synthesize it. The reactants are: Ic1c[nH]cn1.OB(O)c1cc(C(F)(F)F)cc(C(F)(F)F)c1. (2) The reactants are: CC(C)(C)OC(=O)Nc1ccc2[nH]nc(I)c2c1. Given the product Nc1ccc2[nH]nc(I)c2c1, predict the reactants needed to synthesize it. (3) Given the product NC1CCN(C2(c3ccccc3)CCCCC2)CC1, predict the reactants needed to synthesize it. The reactants are: O=C1CCN(C2(c3ccccc3)CCCCC2)CC1.[BH3-]C#N.